Dataset: Peptide-MHC class I binding affinity with 185,985 pairs from IEDB/IMGT. Task: Regression. Given a peptide amino acid sequence and an MHC pseudo amino acid sequence, predict their binding affinity value. This is MHC class I binding data. (1) The peptide sequence is SLLERGQQLGV. The MHC is HLA-B35:01 with pseudo-sequence HLA-B35:01. The binding affinity (normalized) is 0.0847. (2) The peptide sequence is PLSPPPPPP. The MHC is Mamu-B3901 with pseudo-sequence Mamu-B3901. The binding affinity (normalized) is 0. (3) The peptide sequence is KLARASFIEV. The MHC is HLA-A02:06 with pseudo-sequence HLA-A02:06. The binding affinity (normalized) is 0.714. (4) The peptide sequence is SSYKLNAV. The MHC is H-2-Db with pseudo-sequence H-2-Db. The binding affinity (normalized) is 0. (5) The peptide sequence is TLYVKALTK. The MHC is HLA-A31:01 with pseudo-sequence HLA-A31:01. The binding affinity (normalized) is 0.263. (6) The peptide sequence is TRAVGKPLL. The MHC is HLA-A02:06 with pseudo-sequence HLA-A02:06. The binding affinity (normalized) is 0.0847.